Dataset: Catalyst prediction with 721,799 reactions and 888 catalyst types from USPTO. Task: Predict which catalyst facilitates the given reaction. (1) Reactant: Br[C:2]1[CH:7]=[C:6]([Cl:8])[N:5]=[N:4][C:3]=1[NH2:9].[CH3:10][O-:11].[Na+]. Product: [Cl:8][C:6]1[N:5]=[N:4][C:3]([NH2:9])=[C:2]([O:11][CH3:10])[CH:7]=1. The catalyst class is: 5. (2) Product: [ClH:29].[CH3:28][N:14]1[C:11]2[CH2:12][CH2:13][NH:8][CH2:9][C:10]=2[C:16](=[O:17])[N:15]1[C:18]1[CH:27]=[N:26][C:25]2[C:20](=[CH:21][CH:22]=[CH:23][CH:24]=2)[N:19]=1. The catalyst class is: 5. Reactant: C(OC([N:8]1[CH2:13][CH2:12][C:11]2[N:14]([CH3:28])[N:15]([C:18]3[CH:27]=[N:26][C:25]4[C:20](=[CH:21][CH:22]=[CH:23][CH:24]=4)[N:19]=3)[C:16](=[O:17])[C:10]=2[CH2:9]1)=O)(C)(C)C.[ClH:29]. (3) Reactant: COC([CH:5]1[CH2:10][C:9]([C:18]#[N:19])([C:11]2[CH:16]=[CH:15][C:14]([F:17])=[CH:13][CH:12]=2)[CH2:8][CH2:7][C:6]1=[O:20])=O.Cl. Product: [F:17][C:14]1[CH:13]=[CH:12][C:11]([C:9]2([C:18]#[N:19])[CH2:8][CH2:7][C:6](=[O:20])[CH2:5][CH2:10]2)=[CH:16][CH:15]=1. The catalyst class is: 8. (4) Reactant: [CH3:1][O:2][C:3]1[CH:12]=[CH:11][CH:10]=[C:9]2[C:4]=1[CH2:5][CH2:6][CH2:7][CH:8]2O.[NH:14]1[CH:18]=[C:17]([C:19]([O:21][CH:22]([CH3:24])[CH3:23])=[O:20])[N:16]=[CH:15]1.C1(P(C2C=CC=CC=2)C2C=CC=CC=2)C=CC=CC=1.N(C(OC(C)C)=O)=NC(OC(C)C)=O. Product: [CH:22]([O:21][C:19]([C:17]1[N:16]([CH:8]2[C:9]3[C:4](=[C:3]([O:2][CH3:1])[CH:12]=[CH:11][CH:10]=3)[CH2:5][CH2:6][CH2:7]2)[CH:15]=[N:14][CH:18]=1)=[O:20])([CH3:24])[CH3:23]. The catalyst class is: 56. (5) Reactant: [OH:1][CH:2]1[CH2:5][N:4]([C:6]([O:8][C:9]([CH3:12])([CH3:11])[CH3:10])=[O:7])[CH2:3]1.[H-].[Na+].[CH2:15](Br)[C:16]1[CH:21]=[CH:20][CH:19]=[CH:18][CH:17]=1. Product: [CH2:15]([O:1][CH:2]1[CH2:3][N:4]([C:6]([O:8][C:9]([CH3:12])([CH3:11])[CH3:10])=[O:7])[CH2:5]1)[C:16]1[CH:21]=[CH:20][CH:19]=[CH:18][CH:17]=1. The catalyst class is: 3. (6) Reactant: C1(P(C2C=CC=CC=2)C2C=CC=CC=2)C=CC=CC=1.CC(OC(/N=N/C(OC(C)C)=O)=O)C.[CH3:34][O:35][C:36](=[O:53])[C:37]1[CH:42]=[C:41]([Cl:43])[C:40]([O:44][CH2:45][C:46]2[CH:51]=[CH:50][CH:49]=[CH:48][CH:47]=2)=[CH:39][C:38]=1[OH:52].[Br:54][CH2:55][CH2:56][CH2:57]O. Product: [CH3:34][O:35][C:36](=[O:53])[C:37]1[CH:42]=[C:41]([Cl:43])[C:40]([O:44][CH2:45][C:46]2[CH:47]=[CH:48][CH:49]=[CH:50][CH:51]=2)=[CH:39][C:38]=1[O:52][CH2:57][CH2:56][CH2:55][Br:54]. The catalyst class is: 1.